This data is from Catalyst prediction with 721,799 reactions and 888 catalyst types from USPTO. The task is: Predict which catalyst facilitates the given reaction. (1) Reactant: O[CH2:2][C:3]1[CH:12]=[CH:11][C:10]2[C:5](=[CH:6][C:7]3[CH2:24][C@:14]4([C:22]5[C:17](=[N:18][CH:19]=[CH:20][CH:21]=5)[NH:16][C:15]4=[O:23])[CH2:13][C:8]=3[CH:9]=2)[N:4]=1.S(Cl)([Cl:27])=O. Product: [Cl:27][CH2:2][C:3]1[CH:12]=[CH:11][C:10]2[C:5](=[CH:6][C:7]3[CH2:24][C@:14]4([C:22]5[C:17](=[N:18][CH:19]=[CH:20][CH:21]=5)[NH:16][C:15]4=[O:23])[CH2:13][C:8]=3[CH:9]=2)[N:4]=1. The catalyst class is: 2. (2) Reactant: C(Cl)(=O)C(Cl)=O.[C:7]([C:11]1[CH:16]=[CH:15][C:14]([S:17]([NH:20][CH2:21][C:22]2[CH:30]=[CH:29][C:25]([C:26](O)=[O:27])=[CH:24][CH:23]=2)(=[O:19])=[O:18])=[CH:13][CH:12]=1)([CH3:10])([CH3:9])[CH3:8].[F:31][C:32]1[CH:33]=[C:34]([NH2:38])[CH:35]=[N:36][CH:37]=1. Product: [C:7]([C:11]1[CH:12]=[CH:13][C:14]([S:17]([NH:20][CH2:21][C:22]2[CH:23]=[CH:24][C:25]([C:26]([NH:38][C:34]3[CH:35]=[N:36][CH:37]=[C:32]([F:31])[CH:33]=3)=[O:27])=[CH:29][CH:30]=2)(=[O:19])=[O:18])=[CH:15][CH:16]=1)([CH3:10])([CH3:9])[CH3:8]. The catalyst class is: 198. (3) Reactant: [CH:1]1[C:14]2[CH2:13][C:12]3[C:7](=[CH:8][CH:9]=[CH:10][CH:11]=3)[CH2:6][C:5]=2[CH:4]=[CH:3][CH:2]=1.[Li]CCCC.[CH:20](=[O:29])[C:21]1[CH:26]=[CH:25][CH:24]=[C:23]([O:27][CH3:28])[CH:22]=1. Product: [CH:4]1[C:5]2[CH:6]([CH:20]([C:21]3[CH:26]=[CH:25][CH:24]=[C:23]([O:27][CH3:28])[CH:22]=3)[OH:29])[C:7]3[C:12](=[CH:11][CH:10]=[CH:9][CH:8]=3)[CH2:13][C:14]=2[CH:1]=[CH:2][CH:3]=1. The catalyst class is: 1. (4) Reactant: [CH3:1][C:2]1[N:3]=[C:4]2[CH:9]=[CH:8][CH:7]=[CH:6][N:5]2[C:10]=1[C:11]([O:13][CH2:14][CH3:15])=[O:12].[Br:16]NC(=O)CCC(N)=O.N(C(C)(C)C#N)=NC(C)(C)C#N. Product: [Br:16][CH2:1][C:2]1[N:3]=[C:4]2[CH:9]=[CH:8][CH:7]=[CH:6][N:5]2[C:10]=1[C:11]([O:13][CH2:14][CH3:15])=[O:12]. The catalyst class is: 53.